From a dataset of Catalyst prediction with 721,799 reactions and 888 catalyst types from USPTO. Predict which catalyst facilitates the given reaction. (1) Reactant: [Br:1][C:2]1[CH:3]=[CH:4][C:5]2[N:12](CC3C=CC(OC)=CC=3)[CH2:11][CH2:10][CH2:9][C:8]([C:22]([O:24][CH3:25])=[O:23])=[CH:7][C:6]=2[CH:26]=1.FC(F)(F)C(O)=O. Product: [Br:1][C:2]1[CH:3]=[CH:4][C:5]2[NH:12][CH2:11][CH2:10][CH2:9][C:8]([C:22]([O:24][CH3:25])=[O:23])=[CH:7][C:6]=2[CH:26]=1. The catalyst class is: 11. (2) Reactant: [O:1]1CCO[CH:2]1[C:6]1[C:15]([CH:16](O)[C:17]2[S:18][CH:19]=[CH:20][CH:21]=2)=[CH:14][C:13]2[C:12]([CH3:24])([CH3:23])[CH2:11][CH2:10][C:9]([CH3:26])([CH3:25])[C:8]=2[CH:7]=1. Product: [CH:2]([C:6]1[C:15]([CH2:16][C:17]2[S:18][CH:19]=[CH:20][CH:21]=2)=[CH:14][C:13]2[C:12]([CH3:24])([CH3:23])[CH2:11][CH2:10][C:9]([CH3:26])([CH3:25])[C:8]=2[CH:7]=1)=[O:1]. The catalyst class is: 78. (3) Reactant: O=[C:2]1O[C:6]2[C:8]3[C:13]([CH2:14][C:5]=2[C:4]([N:15]2[CH2:19][CH2:18][CH2:17][CH2:16]2)=[C:3]1[C:20]#[N:21])=[CH:12][CH:11]=[CH:10][CH:9]=3.[H-].[Na+]. Product: [N:15]1([C:4]2[C:3]([C:20]#[N:21])=[C:2]3[C:5]([CH2:6][C:8]4[CH:9]=[CH:10][CH:11]=[CH:12][C:13]=43)=[C:6]3[C:8]4[C:13]([CH2:14][C:5]=23)=[CH:12][CH:11]=[CH:10][CH:9]=4)[CH2:19][CH2:18][CH2:17][CH2:16]1. The catalyst class is: 1.